Predict the product of the given reaction. From a dataset of Forward reaction prediction with 1.9M reactions from USPTO patents (1976-2016). (1) Given the reactants [CH:1]1([NH:7][CH:8]2[CH2:13][CH2:12][CH2:11][CH2:10][CH2:9]2)[CH2:6][CH2:5][CH2:4][CH2:3][CH2:2]1.[Cl:14][CH:15]1[C:17](Cl)(Cl)[C:16]1(Cl)Cl, predict the reaction product. The product is: [Cl-:14].[CH:8]1([N:7]([CH:1]2[CH2:2][CH2:3][CH2:4][CH2:5][CH2:6]2)[C:16]2[CH2+:15]([Cl:14])[C:17]=2[N:7]([CH:8]2[CH2:9][CH2:10][CH2:11][CH2:12][CH2:13]2)[CH:1]2[CH2:6][CH2:5][CH2:4][CH2:3][CH2:2]2)[CH2:9][CH2:10][CH2:11][CH2:12][CH2:13]1. (2) Given the reactants [C:1]([O:5][C:6](=[O:17])[NH:7][CH2:8][CH2:9][C:10]1[CH:15]=[CH:14][CH:13]=[C:12]([NH2:16])[CH:11]=1)([CH3:4])([CH3:3])[CH3:2].O1[CH2:22][CH2:21][CH2:20][CH2:19]1, predict the reaction product. The product is: [C:1]([O:5][C:6](=[O:17])[NH:7][CH2:8][CH2:9][C:10]1[CH:15]=[CH:14][CH:13]=[C:12]([NH:16][C:6]([NH:7][C:19]23[CH2:20][CH:21]4[CH2:22][CH:12]([CH2:11][CH:10]([CH2:15]4)[CH2:9]2)[CH2:13]3)=[O:5])[CH:11]=1)([CH3:4])([CH3:2])[CH3:3]. (3) Given the reactants [C:1]([C:3]1[C:4]([N:15]2[CH2:18][CH:17]([CH2:19][C:20]([OH:22])=O)[CH2:16]2)=[N:5][C:6]([CH3:14])=[C:7]([C:9]([O:11][CH2:12][CH3:13])=[O:10])[CH:8]=1)#[N:2].CN(C(ON1N=NC2C=CC=CC1=2)=[N+](C)C)C.[B-](F)(F)(F)F.CCN(C(C)C)C(C)C.[C:54]1([CH2:60][S:61]([NH2:64])(=[O:63])=[O:62])[CH:59]=[CH:58][CH:57]=[CH:56][CH:55]=1.C([O-])(O)=O.[Na+], predict the reaction product. The product is: [CH2:60]([S:61]([NH:64][C:20](=[O:22])[CH2:19][CH:17]1[CH2:16][N:15]([C:4]2[C:3]([C:1]#[N:2])=[CH:8][C:7]([C:9]([O:11][CH2:12][CH3:13])=[O:10])=[C:6]([CH3:14])[N:5]=2)[CH2:18]1)(=[O:63])=[O:62])[C:54]1[CH:59]=[CH:58][CH:57]=[CH:56][CH:55]=1. (4) Given the reactants [N+:1]([C:4]1[CH:9]=[CH:8][CH:7]=[C:6]([NH2:10])[C:5]=1[NH2:11])([O-:3])=[O:2].[I:12][C:13]1[CH:18]=[CH:17][N:16]=[C:15]([O:19][CH3:20])[C:14]=1[CH:21]=O.[S], predict the reaction product. The product is: [I:12][C:13]1[CH:18]=[CH:17][N:16]=[C:15]([O:19][CH3:20])[C:14]=1[C:21]1[NH:11][C:5]2[C:4]([N+:1]([O-:3])=[O:2])=[CH:9][CH:8]=[CH:7][C:6]=2[N:10]=1. (5) The product is: [F:39][C:38]([F:40])([F:41])[C:36]1[CH:37]=[C:32]([CH:33]=[C:34]([C:42]([F:43])([F:44])[F:45])[CH:35]=1)[C:26]([C@@H:17]1[CH2:16][CH2:15][C@@H:14]([C:5]2[C:4]([Cl:3])=[CH:9][N:8]=[C:7]([C:10]([F:12])([F:11])[F:13])[CH:6]=2)[N:18]1[C:19]([O:21][C:22]([CH3:23])([CH3:25])[CH3:24])=[O:20])=[O:28]. Given the reactants N#N.[Cl:3][C:4]1[C:5]([C@H:14]2[N:18]([C:19]([O:21][C:22]([CH3:25])([CH3:24])[CH3:23])=[O:20])[C@H:17]([C:26]([O:28]CC)=O)[CH2:16][CH2:15]2)=[CH:6][C:7]([C:10]([F:13])([F:12])[F:11])=[N:8][CH:9]=1.Br[C:32]1[CH:37]=[C:36]([C:38]([F:41])([F:40])[F:39])[CH:35]=[C:34]([C:42]([F:45])([F:44])[F:43])[CH:33]=1.[Li]CCCC.[NH4+].[Cl-], predict the reaction product. (6) Given the reactants [Br:1][C:2]1[CH:3]=[C:4]([C:8](O)([CH2:24][C:25]2[CH:30]=[CH:29][C:28]([Cl:31])=[CH:27][CH:26]=2)[C@@H:9]([NH:11][S:12]([C:15]2[CH:20]=[CH:19][C:18]([N+:21]([O-:23])=[O:22])=[CH:17][CH:16]=2)(=[O:14])=[O:13])[CH3:10])[CH:5]=[CH:6][CH:7]=1.CN(S(F)(F)[F:37])C, predict the reaction product. The product is: [Br:1][C:2]1[CH:3]=[C:4]([C:8]([F:37])([CH2:24][C:25]2[CH:30]=[CH:29][C:28]([Cl:31])=[CH:27][CH:26]=2)[C@@H:9]([NH:11][S:12]([C:15]2[CH:20]=[CH:19][C:18]([N+:21]([O-:23])=[O:22])=[CH:17][CH:16]=2)(=[O:14])=[O:13])[CH3:10])[CH:5]=[CH:6][CH:7]=1.